This data is from Catalyst prediction with 721,799 reactions and 888 catalyst types from USPTO. The task is: Predict which catalyst facilitates the given reaction. Reactant: [ClH:1].Cl.[CH3:3][N:4]1[CH2:9][CH2:8][N:7]([CH2:10][C:11]2[CH:19]=[CH:18][C:14]([C:15](O)=[O:16])=[CH:13][CH:12]=2)[CH2:6][CH2:5]1.S(Cl)([Cl:22])=O.CN(C)C=O. Product: [ClH:22].[ClH:1].[CH3:3][N:4]1[CH2:9][CH2:8][N:7]([CH2:10][C:11]2[CH:19]=[CH:18][C:14]([C:15]([Cl:22])=[O:16])=[CH:13][CH:12]=2)[CH2:6][CH2:5]1. The catalyst class is: 4.